The task is: Predict the reactants needed to synthesize the given product.. This data is from Full USPTO retrosynthesis dataset with 1.9M reactions from patents (1976-2016). Given the product [F:13][C:14]1[CH:19]=[CH:18][CH:17]=[CH:16][C:15]=1[N:20]1[CH2:25][CH2:24][N:23]([C:2]2[NH:7][C:6](=[O:8])[C:5]3[CH:9]=[CH:10][N:11]([CH3:12])[C:4]=3[CH:3]=2)[CH2:22][CH2:21]1, predict the reactants needed to synthesize it. The reactants are: Cl[C:2]1[NH:7][C:6](=[O:8])[C:5]2[CH:9]=[CH:10][N:11]([CH3:12])[C:4]=2[CH:3]=1.[F:13][C:14]1[CH:19]=[CH:18][CH:17]=[CH:16][C:15]=1[N:20]1[CH2:25][CH2:24][NH:23][CH2:22][CH2:21]1.